Task: Predict the reaction yield, written as a fraction of the theoretical maximum amount of product (1.0 means a 100% yield; for example, 0.34 means a 34% yield).. Dataset: Reaction yield outcomes from USPTO patents with 853,638 reactions (1) The reactants are [CH2:1]1[CH2:10][O:9][C:8]2[CH:7]=[CH:6][C:5]([NH:11][C:12]3[C:17]([F:18])=[CH:16][N:15]=[C:14]([NH:19][C:20]4[CH:25]=[CH:24][CH:23]=[C:22](O)[CH:21]=4)[N:13]=3)=[CH:4][C:3]=2[O:2]1.FC1C(N)=NC=NC=1.[CH2:35]([N:42]1[CH2:47][CH2:46][N:45](C2C=CC(N)=CC=2)[CH2:44][CH2:43]1)[C:36]1[CH:41]=[CH:40][CH:39]=[CH:38][CH:37]=1. No catalyst specified. The product is [CH2:35]([N:42]1[CH2:47][CH2:46][N:45]([C:23]2[CH:22]=[CH:21][C:20]([NH:19][C:14]3[N:13]=[C:12]([NH:11][C:5]4[CH:6]=[CH:7][C:8]5[O:9][CH2:10][CH2:1][O:2][C:3]=5[CH:4]=4)[C:17]([F:18])=[CH:16][N:15]=3)=[CH:25][CH:24]=2)[CH2:44][CH2:43]1)[C:36]1[CH:37]=[CH:38][CH:39]=[CH:40][CH:41]=1. The yield is 0.330. (2) The reactants are C(OC(=O)[NH:7][C@H:8]([CH:13]1[CH2:15][CH2:14]1)[C:9]([OH:12])([CH3:11])[CH3:10])(C)(C)C.CO.[ClH:19]. No catalyst specified. The product is [ClH:19].[NH2:7][C@H:8]([CH:13]1[CH2:15][CH2:14]1)[C:9]([CH3:11])([OH:12])[CH3:10]. The yield is 0.820. (3) The reactants are [NH2:1][C:2]1[N:7]([CH2:8][CH:9]([O:11][CH2:12][CH3:13])[CH3:10])[C:6](=[S:14])[NH:5][C:4](=[O:15])[CH:3]=1.[N:16]([O-])=[O:17].[Na+]. The catalyst is C(O)(=O)C. The product is [NH2:1][C:2]1[N:7]([CH2:8][CH:9]([O:11][CH2:12][CH3:13])[CH3:10])[C:6](=[S:14])[NH:5][C:4](=[O:15])[C:3]=1[N:16]=[O:17]. The yield is 0.700. (4) The reactants are [C:1]1([C:7]2[CH:15]=[C:14]3[C:10]([CH2:11][C:12](=[O:16])[NH:13]3)=[CH:9][CH:8]=2)[CH:6]=[CH:5][CH:4]=[CH:3][CH:2]=1.[CH2:17]([N:19]([CH2:34][CH3:35])[CH2:20][CH2:21][CH2:22][NH:23][C:24]([C:26]1[NH:27][C:28]([CH:32]=O)=[CH:29][C:30]=1[CH3:31])=[O:25])[CH3:18]. No catalyst specified. The product is [CH2:34]([N:19]([CH2:17][CH3:18])[CH2:20][CH2:21][CH2:22][NH:23][C:24]([C:26]1[NH:27][C:28]([CH:32]=[C:11]2[C:10]3[C:14](=[CH:15][C:7]([C:1]4[CH:2]=[CH:3][CH:4]=[CH:5][CH:6]=4)=[CH:8][CH:9]=3)[NH:13][C:12]2=[O:16])=[CH:29][C:30]=1[CH3:31])=[O:25])[CH3:35]. The yield is 0.300. (5) The reactants are [CH3:1][O:2][C:3]([C@@:5]1([NH2:17])[CH2:9][CH2:8][C@@H:7]([C:10]2[CH:15]=[CH:14][C:13](Br)=[CH:12][CH:11]=2)[CH2:6]1)=[O:4].Cl.[CH:19]#[C:20][CH2:21]CCCCC.C1(P(C2C=CC=CC=2)C2C=CC=CC=2)C=CC=CC=1.N1CCCCC1.[C:52]([OH:61])(=[O:60])[C@@H:53]([C@H:55]([C:57]([OH:59])=[O:58])[OH:56])[OH:54]. The catalyst is CO.Cl[Pd](Cl)([P](C1C=CC=CC=1)(C1C=CC=CC=1)C1C=CC=CC=1)[P](C1C=CC=CC=1)(C1C=CC=CC=1)C1C=CC=CC=1.[Cu]I.CCOCC.C1COCC1. The product is [OH:56][C@H:55]([C@@H:53]([OH:54])[C:52]([OH:61])=[O:60])[C:57]([OH:59])=[O:58].[CH3:1][O:2][C:3]([C@@:5]1([NH2:17])[CH2:9][CH2:8][C@@H:7]([C:10]2[CH:15]=[CH:14][C:13]([C:19]#[C:20][CH3:21])=[CH:12][CH:11]=2)[CH2:6]1)=[O:4]. The yield is 0.600. (6) The reactants are [Cl:1][C:2]1[N:3]=[C:4]([C:9]([NH:11][C@H:12]2[CH2:17][CH2:16][N:15]([C:18](=[O:24])[C:19]([O:21]CC)=[O:20])[CH2:14][C@H:13]2[O:25][CH2:26][CH3:27])=[O:10])[NH:5][C:6]=1[CH2:7][CH3:8].[OH-].[Na+].Cl. The catalyst is C1COCC1. The product is [Cl:1][C:2]1[N:3]=[C:4]([C:9]([NH:11][C@H:12]2[CH2:17][CH2:16][N:15]([C:18](=[O:24])[C:19]([OH:21])=[O:20])[CH2:14][C@H:13]2[O:25][CH2:26][CH3:27])=[O:10])[NH:5][C:6]=1[CH2:7][CH3:8]. The yield is 0.680. (7) The reactants are C(OC(=O)[NH:7][C@H:8]([C:10]1[N:15]2[CH2:16][CH2:17][C:18]3[CH2:19][CH2:20][C:21]([F:23])=[CH:22][C:13]([C:14]=32)=[CH:12][N:11]=1)[CH3:9])(C)(C)C.C(O)(C(F)(F)F)=O.C1(C)C=CC=CC=1. The catalyst is C(Cl)Cl. The product is [F:23][C:21]1[CH2:20][CH2:19][C:18]2[CH2:17][CH2:16][N:15]3[C:10]([C@@H:8]([NH2:7])[CH3:9])=[N:11][CH:12]=[C:13]([C:14]=23)[CH:22]=1. The yield is 0.820. (8) The reactants are [Br:1][C:2]1[CH:3]=[CH:4][C:5](Cl)=[N:6][CH:7]=1.[CH:9]([N:22]1[CH2:25][CH:24]([OH:26])[CH2:23]1)([C:16]1[CH:21]=[CH:20][CH:19]=[CH:18][CH:17]=1)[C:10]1[CH:15]=[CH:14][CH:13]=[CH:12][CH:11]=1. No catalyst specified. The product is [CH:9]([N:22]1[CH2:25][CH:24]([O:26][C:5]2[CH:4]=[CH:3][C:2]([Br:1])=[CH:7][N:6]=2)[CH2:23]1)([C:16]1[CH:21]=[CH:20][CH:19]=[CH:18][CH:17]=1)[C:10]1[CH:11]=[CH:12][CH:13]=[CH:14][CH:15]=1. The yield is 0.640. (9) The reactants are CC1(C)CCCC(C)(C)N1.C(=O)=O.[Li]CCCC.[Cl:19][C:20]1[CH:25]=[N:24][CH:23]=[CH:22][N:21]=1.[C:26]1([C:32]2[CH:41]=[CH:40][C:39]3[C:34](=[CH:35][C:36]([CH:42]=[O:43])=[CH:37][CH:38]=3)[N:33]=2)[CH:31]=[CH:30][CH:29]=[CH:28][CH:27]=1. The catalyst is C1COCC1.CC(C)=O. The product is [Cl:19][C:20]1[C:25]([CH:42]([C:36]2[CH:35]=[C:34]3[C:39]([CH:40]=[CH:41][C:32]([C:26]4[CH:27]=[CH:28][CH:29]=[CH:30][CH:31]=4)=[N:33]3)=[CH:38][CH:37]=2)[OH:43])=[N:24][CH:23]=[CH:22][N:21]=1. The yield is 0.100. (10) The catalyst is C(#N)C. The reactants are [CH:1]1[N:5]=[CH:4][N:3]([C:6]([N:8]2[CH:12]=[N:11][CH:10]=[CH:9]2)=[O:7])[CH:2]=1.NC1[S:15][C:16]2C=C[CH:20]=[CH:19][C:17]=2N=1. The yield is 0.880. The product is [S:15]1[C:16]2[CH:17]=[CH:19][CH:20]=[CH:9][C:10]=2[N:11]=[C:12]1[NH:8][C:6]([N:3]1[CH:2]=[CH:1][N:5]=[CH:4]1)=[O:7].